Task: Regression. Given a peptide amino acid sequence and an MHC pseudo amino acid sequence, predict their binding affinity value. This is MHC class I binding data.. Dataset: Peptide-MHC class I binding affinity with 185,985 pairs from IEDB/IMGT (1) The peptide sequence is SWKQSKMWR. The MHC is HLA-A03:01 with pseudo-sequence HLA-A03:01. The binding affinity (normalized) is 0.0847. (2) The peptide sequence is TQSPVSVGF. The MHC is HLA-B53:01 with pseudo-sequence HLA-B53:01. The binding affinity (normalized) is 0.213.